From a dataset of Forward reaction prediction with 1.9M reactions from USPTO patents (1976-2016). Predict the product of the given reaction. (1) Given the reactants [S:1]([C:5]1[CH:11]=[CH:10][C:8]([CH3:9])=[CH:7][CH:6]=1)([OH:4])(=[O:3])=[O:2].C(O)C.[CH3:15][CH:16]([NH:18][C:19]([CH3:24])([CH:21]([CH3:23])[CH3:22])[CH3:20])[CH3:17], predict the reaction product. The product is: [S:1]([C:5]1[CH:11]=[CH:10][C:8]([CH3:9])=[CH:7][CH:6]=1)([OH:4])(=[O:3])=[O:2].[CH3:15][CH:16]([NH:18][C:19]([CH3:24])([CH:21]([CH3:23])[CH3:22])[CH3:20])[CH3:17]. (2) Given the reactants [C:1]([O:5][C:6]([N:8]1[CH2:12][C@H:11]([CH2:13][CH2:14][C:15]2[CH:20]=[CH:19][CH:18]=[CH:17][CH:16]=2)[C@@H:10]([CH2:21][NH:22][C:23]2[CH:28]=[CH:27][C:26]([Cl:29])=[CH:25][CH:24]=2)[CH2:9]1)=[O:7])([CH3:4])([CH3:3])[CH3:2].C([O-])([O-])=O.[K+].[K+].[CH2:36](Br)[C:37]1[CH:42]=[CH:41][CH:40]=[CH:39][CH:38]=1, predict the reaction product. The product is: [C:1]([O:5][C:6]([N:8]1[CH2:12][C@H:11]([CH2:13][CH2:14][C:15]2[CH:16]=[CH:17][CH:18]=[CH:19][CH:20]=2)[C@@H:10]([CH2:21][N:22]([CH2:36][C:37]2[CH:42]=[CH:41][CH:40]=[CH:39][CH:38]=2)[C:23]2[CH:24]=[CH:25][C:26]([Cl:29])=[CH:27][CH:28]=2)[CH2:9]1)=[O:7])([CH3:4])([CH3:2])[CH3:3]. (3) Given the reactants [CH:1]([O:4][C:5]([N:7]1[CH2:13][CH2:12][CH2:11][C:10](=O)[C:9]2[CH:15]=[C:16]([Br:20])[C:17]([Cl:19])=[CH:18][C:8]1=2)=[O:6])([CH3:3])[CH3:2].[F:21][C:22]([F:36])([F:35])[C:23]1[CH:24]=[C:25]([CH:28]=[C:29]([C:31]([F:34])([F:33])[F:32])[CH:30]=1)[CH2:26][NH2:27].C([BH3-])#N.[Na+], predict the reaction product. The product is: [CH:1]([O:4][C:5]([N:7]1[CH2:13][CH2:12][CH2:11][CH:10]([NH:27][CH2:26][C:25]2[CH:28]=[C:29]([C:31]([F:32])([F:33])[F:34])[CH:30]=[C:23]([C:22]([F:21])([F:35])[F:36])[CH:24]=2)[C:9]2[CH:15]=[C:16]([Br:20])[C:17]([Cl:19])=[CH:18][C:8]1=2)=[O:6])([CH3:3])[CH3:2]. (4) Given the reactants [O:1]=[CH:2][C@H:3]([C@@H:5]([C@@H:7]([CH2:9][OH:10])[OH:8])[OH:6])[OH:4].N1C=CN=C1.[C:16]([Si:20](Cl)([C:27]1[CH:32]=[CH:31][CH:30]=[CH:29][CH:28]=1)[C:21]1[CH:26]=[CH:25][CH:24]=[CH:23][CH:22]=1)([CH3:19])([CH3:18])[CH3:17], predict the reaction product. The product is: [Si:20]([O:1][CH2:2][C@H:3]1[O:4][C@@H:9]([OH:10])[C@@H:7]([OH:8])[CH:5]1[OH:6])([C:16]([CH3:19])([CH3:18])[CH3:17])([C:27]1[CH:28]=[CH:29][CH:30]=[CH:31][CH:32]=1)[C:21]1[CH:26]=[CH:25][CH:24]=[CH:23][CH:22]=1. (5) Given the reactants [F:1][C:2]1[CH:3]=[C:4]([S:8]([NH:11][C:12]2[CH:21]=[CH:20][C:19]3[CH:18]([CH2:22][NH:23][CH:24]=O)[CH2:17][CH2:16][CH2:15][C:14]=3[CH:13]=2)(=[O:10])=[O:9])[CH:5]=[CH:6][CH:7]=1.B.C1COCC1.Cl, predict the reaction product. The product is: [F:1][C:2]1[CH:3]=[C:4]([S:8]([NH:11][C:12]2[CH:21]=[CH:20][C:19]3[CH:18]([CH2:22][NH:23][CH3:24])[CH2:17][CH2:16][CH2:15][C:14]=3[CH:13]=2)(=[O:10])=[O:9])[CH:5]=[CH:6][CH:7]=1. (6) Given the reactants [C:1](Cl)(=[O:8])[C:2]1[CH:7]=[CH:6][CH:5]=[CH:4][CH:3]=1.[C:10]1([CH:16]([C:51]2[CH:56]=[CH:55][CH:54]=[CH:53][CH:52]=2)[CH2:17][NH:18][C:19]2[N:27]=[C:26]([CH2:28][NH:29][C:30]([NH:32][CH2:33][CH2:34][NH:35][CH:36]([CH3:38])[CH3:37])=[O:31])[N:25]=[C:24]3[C:20]=2[N:21]=[CH:22][N:23]3[C@@H:39]2[O:43][C@H:42]([C:44]([NH:46][CH2:47][CH3:48])=[O:45])[C@@H:41]([OH:49])[C@H:40]2[OH:50])[CH:15]=[CH:14][CH:13]=[CH:12][CH:11]=1.C(N(CC)CC)C, predict the reaction product. The product is: [NH3:18].[C:1]([N:35]([CH:36]([CH3:37])[CH3:38])[CH2:34][CH2:33][NH:32][C:30]([NH:29][CH2:28][C:26]1[N:25]=[C:24]2[C:20]([N:21]=[CH:22][N:23]2[C@@H:39]2[O:43][C@H:42]([C:44]([NH:46][CH2:47][CH3:48])=[O:45])[C@@H:41]([OH:49])[C@H:40]2[OH:50])=[C:19]([NH:18][CH2:17][CH:16]([C:10]2[CH:11]=[CH:12][CH:13]=[CH:14][CH:15]=2)[C:51]2[CH:52]=[CH:53][CH:54]=[CH:55][CH:56]=2)[N:27]=1)=[O:31])(=[O:8])[C:2]1[CH:7]=[CH:6][CH:5]=[CH:4][CH:3]=1. (7) Given the reactants Cl[C:2]1[NH:11][C:10](=[O:12])[C:9]2[C:4](=[CH:5][CH:6]=[CH:7][CH:8]=2)[N:3]=1.[CH2:13]1[C:19]2[CH:20]=[CH:21][CH:22]=[CH:23][C:18]=2[C:17](=[O:24])[CH2:16][CH2:15][NH:14]1.[CH2:25](N(CC)CC)C, predict the reaction product. The product is: [OH:12][C:10]1[C:9]2[C:4](=[CH:5][CH:6]=[C:7]([CH3:25])[CH:8]=2)[N:3]=[C:2]([N:14]2[CH2:15][CH2:16][C:17](=[O:24])[C:18]3[CH:23]=[CH:22][CH:21]=[CH:20][C:19]=3[CH2:13]2)[N:11]=1.